Task: Predict which catalyst facilitates the given reaction.. Dataset: Catalyst prediction with 721,799 reactions and 888 catalyst types from USPTO (1) Reactant: [C:1]([O:5][C:6]([N:8]1[CH2:13][CH2:12][CH:11]([C:14]([OH:16])=O)[CH2:10][CH2:9]1)=[O:7])([CH3:4])([CH3:3])[CH3:2].[CH:17]1([NH2:20])[CH2:19][CH2:18]1.CN(C(ON1N=NC2C=CC=NC1=2)=[N+](C)C)C.F[P-](F)(F)(F)(F)F. Product: [CH:17]1([NH:20][C:14]([CH:11]2[CH2:10][CH2:9][N:8]([C:6]([O:5][C:1]([CH3:2])([CH3:3])[CH3:4])=[O:7])[CH2:13][CH2:12]2)=[O:16])[CH2:19][CH2:18]1. The catalyst class is: 3. (2) Reactant: [O:1]1[C:5]2([CH2:10][CH2:9][CH:8]([CH2:11][CH2:12][N:13]3[CH2:18][CH2:17][N:16]([C:19]4[CH:24]=[CH:23][CH:22]=[C:21]([CH2:25][OH:26])[CH:20]=4)[CH2:15][CH2:14]3)[CH2:7][CH2:6]2)[O:4][CH2:3][CH2:2]1.[F-].[K+].I[CH3:30].[OH-].[K+]. Product: [O:4]1[C:5]2([CH2:10][CH2:9][CH:8]([CH2:11][CH2:12][N:13]3[CH2:14][CH2:15][N:16]([C:19]4[CH:24]=[CH:23][CH:22]=[C:21]([CH2:25][O:26][CH3:30])[CH:20]=4)[CH2:17][CH2:18]3)[CH2:7][CH2:6]2)[O:1][CH2:2][CH2:3]1. The catalyst class is: 16. (3) Reactant: Cl.C(OC([NH:9][C:10]1([C:40]([O:42][CH3:43])=[O:41])[CH2:15][CH2:14][N:13]([C:16]([C:18]2[CH:19]=[N:20][N:21]3[CH:26]=[CH:25][C:24]([N:27]4[CH2:31][CH2:30][CH2:29][C@@H:28]4[C:32]4[CH:37]=[C:36]([F:38])[CH:35]=[CH:34][C:33]=4[F:39])=[CH:23][C:22]=23)=[O:17])[CH2:12][CH2:11]1)=O)(C)(C)C. Product: [NH2:9][C:10]1([C:40]([O:42][CH3:43])=[O:41])[CH2:11][CH2:12][N:13]([C:16]([C:18]2[CH:19]=[N:20][N:21]3[CH:26]=[CH:25][C:24]([N:27]4[CH2:31][CH2:30][CH2:29][C@@H:28]4[C:32]4[CH:37]=[C:36]([F:38])[CH:35]=[CH:34][C:33]=4[F:39])=[CH:23][C:22]=23)=[O:17])[CH2:14][CH2:15]1. The catalyst class is: 38. (4) Reactant: [CH3:1][O:2][C:3]([C:5]1[C:13]([NH:14][C:15]2[CH:20]=[CH:19][C:18]([I:21])=[CH:17][C:16]=2[Cl:22])=[C:12]([F:23])[C:8]2[N:9]=[CH:10][NH:11][C:7]=2[CH:6]=1)=[O:4].CN(C=O)C.C([O-])([O-])=O.[K+].[K+].[CH:35]([S:37]([CH3:40])(=[O:39])=[O:38])=[CH2:36]. Product: [CH3:1][O:2][C:3]([C:5]1[C:13]([NH:14][C:15]2[CH:20]=[CH:19][C:18]([I:21])=[CH:17][C:16]=2[Cl:22])=[C:12]([F:23])[C:8]2[N:9]=[CH:10][N:11]([CH2:36][CH2:35][S:37]([CH3:40])(=[O:39])=[O:38])[C:7]=2[CH:6]=1)=[O:4]. The catalyst class is: 1. (5) Reactant: Cl[C:2]1[CH:7]=[CH:6][C:5]([S:8]([CH2:11][CH3:12])(=[O:10])=[O:9])=[CH:4][C:3]=1[N+:13]([O-:15])=[O:14].Cl.[F:17][C:18]([F:24])([F:23])[O:19][CH2:20][CH2:21][NH2:22]. Product: [CH2:11]([S:8]([C:5]1[CH:6]=[CH:7][C:2]([NH:22][CH2:21][CH2:20][O:19][C:18]([F:24])([F:23])[F:17])=[C:3]([N+:13]([O-:15])=[O:14])[CH:4]=1)(=[O:10])=[O:9])[CH3:12]. The catalyst class is: 66. (6) Reactant: C([O:3][C:4]([C:6]1[C:11]([NH:12][C:13]([C:15]23[CH2:22][CH:21]4[CH2:23][CH:17]([CH2:18][CH:19]2[CH2:20]4)[CH2:16]3)=[O:14])=[CH:10][CH:9]=[CH:8][N:7]=1)=[O:5])C.[OH-].[K+].Cl. Product: [CH2:18]1[CH:19]2[C:15]3([C:13]([NH:12][C:11]4[C:6]([C:4]([OH:5])=[O:3])=[N:7][CH:8]=[CH:9][CH:10]=4)=[O:14])[CH2:22][CH:21]([CH2:23][CH:17]1[CH2:16]3)[CH2:20]2. The catalyst class is: 815.